This data is from Full USPTO retrosynthesis dataset with 1.9M reactions from patents (1976-2016). The task is: Predict the reactants needed to synthesize the given product. Given the product [N:35]1[CH:36]=[CH:37][CH:38]=[C:33]([C:29]2[CH:28]=[C:27]([C:26]3[CH2:25][C:24](=[O:40])[NH:23][C:9]4[CH:10]=[C:11]([C:19]([F:22])([F:20])[F:21])[C:12]([N:14]5[CH2:15][CH2:16][CH2:17][CH2:18]5)=[CH:13][C:8]=4[N:7]=3)[CH:32]=[CH:31][CH:30]=2)[CH:34]=1, predict the reactants needed to synthesize it. The reactants are: C(OC(=O)[NH:7][C:8]1[CH:13]=[C:12]([N:14]2[CH2:18][CH2:17][CH2:16][CH2:15]2)[C:11]([C:19]([F:22])([F:21])[F:20])=[CH:10][C:9]=1[NH:23][C:24](=[O:40])[CH2:25][C:26](=O)[C:27]1[CH:32]=[CH:31][CH:30]=[C:29]([C:33]2[CH:34]=[N:35][CH:36]=[CH:37][CH:38]=2)[CH:28]=1)(C)(C)C.C(O)(C(F)(F)F)=O.